This data is from Forward reaction prediction with 1.9M reactions from USPTO patents (1976-2016). The task is: Predict the product of the given reaction. (1) Given the reactants [Cl:1][C:2]1[CH:20]=[C:19]([Cl:21])[CH:18]=[CH:17][C:3]=1[C:4]([NH:6][C:7]1[CH:12]=[CH:11][C:10]([C:13]([F:16])([F:15])[F:14])=[CH:9][CH:8]=1)=O.P(Cl)(Cl)(Cl)(Cl)Cl.[NH3:28].C([O-])(O)=O.[Na+], predict the reaction product. The product is: [Cl:1][C:2]1[CH:20]=[C:19]([Cl:21])[CH:18]=[CH:17][C:3]=1[C:4]([NH:6][C:7]1[CH:12]=[CH:11][C:10]([C:13]([F:16])([F:15])[F:14])=[CH:9][CH:8]=1)=[NH:28]. (2) Given the reactants Br[C:2]1[CH:3]=[C:4]2[C:10]([C:11]3[CH:16]=[CH:15][C:14]([O:17]C)=[CH:13][N:12]=3)=[C:9]([CH3:19])[N:8](S(C3C=CC(C)=CC=3)(=O)=O)[C:5]2=[N:6][CH:7]=1.[CH3:30][N:31]1[CH2:36][CH2:35][N:34]([CH2:37][C:38]2[CH:43]=[CH:42][C:41](B3OC(C)(C)C(C)(C)O3)=[CH:40][CH:39]=2)[CH2:33][CH2:32]1.C([O-])([O-])=O.[Na+].[Na+].[Sn](Br)(Br)(Br)Br.[B], predict the reaction product. The product is: [CH3:19][C:9]1[NH:8][C:5]2=[N:6][CH:7]=[C:2]([C:41]3[CH:40]=[CH:39][C:38]([CH2:37][N:34]4[CH2:35][CH2:36][N:31]([CH3:30])[CH2:32][CH2:33]4)=[CH:43][CH:42]=3)[CH:3]=[C:4]2[C:10]=1[C:11]1[N:12]=[CH:13][C:14]([OH:17])=[CH:15][CH:16]=1. (3) Given the reactants [Na].C[C:3](C)([C:7]([O-:9])=O)[C:4]([O-])=[O:5].[C:11]1(=[CH:15]C(=O)C)[CH2:14][CH2:13][CH2:12]1.[OH-].[K+].Cl, predict the reaction product. The product is: [OH:9][C:7]1[CH2:12][C:11]2([CH2:13][CH2:14]2)[CH2:15][C:4](=[O:5])[CH:3]=1. (4) Given the reactants [Si]([O:8][CH2:9][CH2:10][CH2:11][N:12]1[CH2:17][CH2:16][CH:15]([C:18]2[O:22][N:21]=[C:20]([N:23]3[C:31]4[C:26](=[CH:27][CH:28]=[CH:29][CH:30]=4)[C:25]([CH2:32][CH3:33])=[N:24]3)[N:19]=2)[CH2:14][CH2:13]1)(C(C)(C)C)(C)C.[F-].C([N+](CCCC)(CCCC)CCCC)CCC.O, predict the reaction product. The product is: [CH2:32]([C:25]1[C:26]2[C:31](=[CH:30][CH:29]=[CH:28][CH:27]=2)[N:23]([C:20]2[N:19]=[C:18]([CH:15]3[CH2:16][CH2:17][N:12]([CH2:11][CH2:10][CH2:9][OH:8])[CH2:13][CH2:14]3)[O:22][N:21]=2)[N:24]=1)[CH3:33]. (5) The product is: [CH3:13][C:14]1([C:17](=[O:19])[CH2:2][C:1]#[N:4])[CH2:16][CH2:15]1. Given the reactants [CH:1]([NH:4]C(C)C)(C)[CH3:2].[Li]CCCC.[CH3:13][C:14]1([C:17]([O:19]C)=O)[CH2:16][CH2:15]1, predict the reaction product. (6) Given the reactants [C:1]([O:4][CH:5]1[C:9]2=[N:10][CH:11]=[C:12]([NH2:29])[C:13]([N:14]3[CH2:19][C@H:18]([CH3:20])[CH2:17][C@H:16]([NH:21][C:22]([O:24][C:25]([CH3:28])([CH3:27])[CH3:26])=[O:23])[CH2:15]3)=[C:8]2[CH2:7][CH2:6]1)(=[O:3])[CH3:2].[C:30]([O:34][C:35]([NH:37][C:38]1[S:42][C:41]([C:43]2[C:48]([F:49])=[CH:47][CH:46]=[CH:45][C:44]=2[F:50])=[N:40][C:39]=1[C:51](O)=[O:52])=[O:36])([CH3:33])([CH3:32])[CH3:31].CN(C(ON1N=NC2C=CC=NC1=2)=[N+](C)C)C.F[P-](F)(F)(F)(F)F.CCN(C(C)C)C(C)C, predict the reaction product. The product is: [C:1]([O:4][CH:5]1[C:9]2=[N:10][CH:11]=[C:12]([NH:29][C:51]([C:39]3[N:40]=[C:41]([C:43]4[C:48]([F:49])=[CH:47][CH:46]=[CH:45][C:44]=4[F:50])[S:42][C:38]=3[NH:37][C:35]([O:34][C:30]([CH3:33])([CH3:32])[CH3:31])=[O:36])=[O:52])[C:13]([N:14]3[CH2:19][C@H:18]([CH3:20])[CH2:17][C@H:16]([NH:21][C:22]([O:24][C:25]([CH3:28])([CH3:27])[CH3:26])=[O:23])[CH2:15]3)=[C:8]2[CH2:7][CH2:6]1)(=[O:3])[CH3:2].